Dataset: Reaction yield outcomes from USPTO patents with 853,638 reactions. Task: Predict the reaction yield, written as a fraction of the theoretical maximum amount of product (1.0 means a 100% yield; for example, 0.34 means a 34% yield). The yield is 0.960. The catalyst is C1COCC1. The reactants are C[O:2][C:3]([C@@H:5]1[CH2:9][C@@H:8]([OH:10])[CH2:7][N:6]1[C:11](=[O:28])[C@@H:12]([NH:20][C:21]([O:23][C:24]([CH3:27])([CH3:26])[CH3:25])=[O:22])[CH2:13][CH2:14][CH2:15][CH2:16][CH2:17][CH:18]=[CH2:19])=[O:4].CO.O.[OH-].[Li+]. The product is [C:24]([O:23][C:21]([NH:20][C@@H:12]([CH2:13][CH2:14][CH2:15][CH2:16][CH2:17][CH:18]=[CH2:19])[C:11]([N:6]1[CH2:7][C@H:8]([OH:10])[CH2:9][C@H:5]1[C:3]([OH:4])=[O:2])=[O:28])=[O:22])([CH3:27])([CH3:26])[CH3:25].